From a dataset of Reaction yield outcomes from USPTO patents with 853,638 reactions. Predict the reaction yield, written as a fraction of the theoretical maximum amount of product (1.0 means a 100% yield; for example, 0.34 means a 34% yield). The reactants are [CH3:1][C@H:2]1[CH2:7][NH:6][C@H:5]([CH3:8])[CH2:4][NH:3]1.CS(O)(=O)=O.C([O-])(=O)C.[K+].Cl[C:20]([O:22][CH2:23][CH3:24])=[O:21]. The catalyst is O.O1CCCC1.C(O)C. The product is [CH3:1][C@H:2]1[CH2:7][NH:6][C@H:5]([CH3:8])[CH2:4][N:3]1[C:20]([O:22][CH2:23][CH3:24])=[O:21]. The yield is 0.740.